Dataset: Full USPTO retrosynthesis dataset with 1.9M reactions from patents (1976-2016). Task: Predict the reactants needed to synthesize the given product. (1) Given the product [F:1][C:2]1[CH:30]=[CH:29][C:5]2[N:6]=[C:7]([NH:9][C@H:10]3[CH2:14][CH2:13][CH2:12][C@@H:11]3[NH:15][C:16](=[O:28])[C:17]3[CH:22]=[CH:21][CH:20]=[C:19]([O:32][CH3:31])[CH:18]=3)[S:8][C:4]=2[CH:3]=1, predict the reactants needed to synthesize it. The reactants are: [F:1][C:2]1[CH:30]=[CH:29][C:5]2[N:6]=[C:7]([NH:9][C@H:10]3[CH2:14][CH2:13][CH2:12][C@@H:11]3[NH:15][C:16](=[O:28])[C:17]3[CH:22]=[CH:21][CH:20]=[CH:19][C:18]=3N3C=CC=N3)[S:8][C:4]=2[CH:3]=1.[CH3:31][O:32]C1C=C(C=CC=1)C(O)=O.Cl.FC1C=CC2N=C(N[C@H]3CCC[C@@H]3N)SC=2C=1. (2) Given the product [CH2:28]([O:30][C:31]([CH:33]1[CH2:38][CH2:37][N:36]([C:11](=[O:12])[C:10]2[CH:9]=[C:8]([O:7][C:6]3[CH:26]=[CH:27][C:3]([C:1]#[N:2])=[CH:4][CH:5]=3)[CH:16]=[C:15]([O:17][C:18]3[CH:23]=[CH:22][C:21]([C:24]#[N:25])=[CH:20][CH:19]=3)[CH:14]=2)[CH2:35][CH2:34]1)=[O:32])[CH3:29], predict the reactants needed to synthesize it. The reactants are: [C:1]([C:3]1[CH:27]=[CH:26][C:6]([O:7][C:8]2[CH:9]=[C:10]([CH:14]=[C:15]([O:17][C:18]3[CH:23]=[CH:22][C:21]([C:24]#[N:25])=[CH:20][CH:19]=3)[CH:16]=2)[C:11](O)=[O:12])=[CH:5][CH:4]=1)#[N:2].[CH2:28]([O:30][C:31]([CH:33]1[CH2:38][CH2:37][NH:36][CH2:35][CH2:34]1)=[O:32])[CH3:29]. (3) Given the product [Br:23][C:24]1[CH:25]=[C:26]([CH3:34])[C:27]([CH2:31][CH:32]=[O:33])=[C:28]([CH3:30])[CH:29]=1, predict the reactants needed to synthesize it. The reactants are: CC(OI1(OC(C)=O)(OC(C)=O)OC(=O)C2C=CC=CC1=2)=O.[Br:23][C:24]1[CH:29]=[C:28]([CH3:30])[C:27]([CH2:31][CH2:32][OH:33])=[C:26]([CH3:34])[CH:25]=1. (4) The reactants are: [NH2:1][C:2]1[CH:6]=[N:5][N:4]([CH2:7][C:8]2[O:12][C:11]([C:13](=[O:15])[CH3:14])=[CH:10][CH:9]=2)[N:3]=1.[I:16][C:17]1[CH:22]=[CH:21][C:20]([C:23]2[O:27][C:26]([CH3:28])=[N:25][C:24]=2[C:29](O)=[O:30])=[CH:19][C:18]=1[CH3:32]. Given the product [C:13]([C:11]1[O:12][C:8]([CH2:7][N:4]2[N:3]=[C:2]([NH:1][C:29]([C:24]3[N:25]=[C:26]([CH3:28])[O:27][C:23]=3[C:20]3[CH:21]=[CH:22][C:17]([I:16])=[C:18]([CH3:32])[CH:19]=3)=[O:30])[CH:6]=[N:5]2)=[CH:9][CH:10]=1)(=[O:15])[CH3:14], predict the reactants needed to synthesize it. (5) The reactants are: [CH3:1][O:2][C:3]1[CH:12]=[CH:11][C:10]([CH2:13][NH:14][S:15]([CH3:18])(=[O:17])=[O:16])=[CH:9][C:4]=1[C:5]([O:7]C)=[O:6].[Li+].[OH-].CCOC(C)=O.Cl. Given the product [CH3:1][O:2][C:3]1[CH:12]=[CH:11][C:10]([CH2:13][NH:14][S:15]([CH3:18])(=[O:17])=[O:16])=[CH:9][C:4]=1[C:5]([OH:7])=[O:6], predict the reactants needed to synthesize it. (6) Given the product [Br:16][CH2:2][C:3]1[S:7][C:6]([C:8]2[CH:15]=[CH:14][CH:13]=[CH:12][C:9]=2[C:10]#[N:11])=[CH:5][CH:4]=1, predict the reactants needed to synthesize it. The reactants are: O[CH2:2][C:3]1[S:7][C:6]([C:8]2[CH:15]=[CH:14][CH:13]=[CH:12][C:9]=2[C:10]#[N:11])=[CH:5][CH:4]=1.[Br-:16].[Br-].[Br-].P.